From a dataset of Reaction yield outcomes from USPTO patents with 853,638 reactions. Predict the reaction yield, written as a fraction of the theoretical maximum amount of product (1.0 means a 100% yield; for example, 0.34 means a 34% yield). (1) The product is [O:25]1[CH2:26][CH2:27][N:22]([C:4]2[C:5]3[N:10]=[C:9]([CH2:11][N:12]4[CH2:15][CH:14]([N:16]5[CH2:21][CH2:20][O:19][CH2:18][CH2:17]5)[CH2:13]4)[S:8][C:6]=3[N:7]=[C:2]([NH:28][C:29]3[C:30]([NH2:35])=[CH:31][CH:32]=[CH:33][CH:34]=3)[N:3]=2)[CH2:23][CH2:24]1. The reactants are Cl[C:2]1[N:3]=[C:4]([N:22]2[CH2:27][CH2:26][O:25][CH2:24][CH2:23]2)[C:5]2[N:10]=[C:9]([CH2:11][N:12]3[CH2:15][CH:14]([N:16]4[CH2:21][CH2:20][O:19][CH2:18][CH2:17]4)[CH2:13]3)[S:8][C:6]=2[N:7]=1.[NH2:28][C:29]1[CH:34]=[CH:33][CH:32]=[CH:31][C:30]=1[NH2:35].C1C=CC(P(C2C(C3C(P(C4C=CC=CC=4)C4C=CC=CC=4)=CC=C4C=3C=CC=C4)=C3C(C=CC=C3)=CC=2)C2C=CC=CC=2)=CC=1.C(=O)([O-])[O-].[Cs+].[Cs+]. The yield is 0.480. The catalyst is O1CCOCC1.C([O-])(=O)C.[Pd+2].C([O-])(=O)C. (2) The reactants are [O:1]1[C:5]2[CH:6]=[CH:7][CH:8]=[CH:9][C:4]=2[CH2:3][CH2:2]1.[N+:10]([O-])([OH:12])=[O:11]. The catalyst is C(O)(=O)C.ClCCl. The product is [N+:10]([C:8]1[CH:7]=[CH:6][C:5]2[O:1][CH2:2][CH2:3][C:4]=2[CH:9]=1)([O-:12])=[O:11]. The yield is 0.290. (3) The reactants are [Cl:1][C:2]1[CH:7]=[C:6](Cl)[N:5]=[C:4]([CH3:9])[N:3]=1.[OH-].[NH4+:11]. No catalyst specified. The product is [Cl:1][C:2]1[N:3]=[C:4]([CH3:9])[N:5]=[C:6]([NH2:11])[CH:7]=1. The yield is 0.820. (4) The reactants are [CH3:1][O:2][C:3](=[O:12])[C:4]1[CH:9]=[C:8]([Cl:10])[C:7](Cl)=[N:6][CH:5]=1.[NH2:13][C:14]1[CH:15]=[N:16][C:17]([CH3:20])=[CH:18][CH:19]=1.C1C=CC(P(C2C(C3C(P(C4C=CC=CC=4)C4C=CC=CC=4)=CC=C4C=3C=CC=C4)=C3C(C=CC=C3)=CC=2)C2C=CC=CC=2)=CC=1.C([O-])([O-])=O.[K+].[K+]. The catalyst is C1(C)C=CC=CC=1.C1C=CC(/C=C/C(/C=C/C2C=CC=CC=2)=O)=CC=1.C1C=CC(/C=C/C(/C=C/C2C=CC=CC=2)=O)=CC=1.C1C=CC(/C=C/C(/C=C/C2C=CC=CC=2)=O)=CC=1.[Pd].[Pd]. The product is [CH3:1][O:2][C:3](=[O:12])[C:4]1[CH:9]=[C:8]([Cl:10])[C:7]([NH:13][C:14]2[CH:15]=[N:16][C:17]([CH3:20])=[CH:18][CH:19]=2)=[N:6][CH:5]=1. The yield is 0.560. (5) The reactants are [Na].[Br:2][C:3]1[CH:8]=[C:7]([N+]([O-])=O)[CH:6]=[CH:5][N:4]=1.[CH2:12]([OH:15])[CH2:13][CH3:14]. No catalyst specified. The product is [Br:2][C:3]1[CH:8]=[C:7]([O:15][CH2:12][CH2:13][CH3:14])[CH:6]=[CH:5][N:4]=1. The yield is 0.580. (6) The reactants are [OH:1][C:2]1[CH:3]=[C:4]([C:8]2[O:9][C:10]3[CH:16]=[CH:15][C:14]([C:17]#[N:18])=[CH:13][C:11]=3[CH:12]=2)[CH:5]=[CH:6][CH:7]=1.C([O-])([O-])=O.[K+].[K+].Br[CH2:26][CH2:27][CH2:28][O:29][C:30]1[CH:37]=[CH:36][C:33]([C:34]#[N:35])=[CH:32][CH:31]=1.O. The catalyst is CN(C=O)C. The product is [C:34]([C:33]1[CH:36]=[CH:37][C:30]([O:29][CH2:28][CH2:27][CH2:26][O:1][C:2]2[CH:3]=[C:4]([C:8]3[O:9][C:10]4[CH:16]=[CH:15][C:14]([C:17]#[N:18])=[CH:13][C:11]=4[CH:12]=3)[CH:5]=[CH:6][CH:7]=2)=[CH:31][CH:32]=1)#[N:35]. The yield is 0.840. (7) The reactants are [NH2:1][C:2]1[C:7]([N+:8]([O-])=O)=[CH:6][C:5]([N:11]2[CH2:16][CH2:15][N:14]([C:17](=[O:19])[CH3:18])[CH2:13][CH2:12]2)=[CH:4][C:3]=1[CH3:20].CO.[H][H]. The catalyst is [Pd].C(O)(=O)C. The product is [NH2:8][C:7]1[CH:6]=[C:5]([N:11]2[CH2:12][CH2:13][N:14]([C:17](=[O:19])[CH3:18])[CH2:15][CH2:16]2)[CH:4]=[C:3]([CH3:20])[C:2]=1[NH2:1]. The yield is 1.00. (8) The catalyst is ClCCl.N1C=CC=CC=1. The reactants are [Cl:1][C:2]1[CH:3]=[CH:4][C:5]2[O:9][C:8]([CH2:10]O)=[C:7]([CH3:12])[C:6]=2[C:13]=1[O:14][CH3:15].P(Br)(Br)[Br:17]. The yield is 0.990. The product is [Br:17][CH2:10][C:8]1[O:9][C:5]2[CH:4]=[CH:3][C:2]([Cl:1])=[C:13]([O:14][CH3:15])[C:6]=2[C:7]=1[CH3:12]. (9) The reactants are Cl[Si](C)(C)C.C([BH3-])#N.[Na+].[CH:10]1([C:13]2[CH:18]=[CH:17][C:16]([C:19]([C:21]3[S:22][C:23]([CH3:66])=[CH:24][C:25]=3[O:26][C@@H:27]3[CH2:32][C@H:31]([CH2:33][O:34][CH2:35][C:36]4[CH:41]=[CH:40][CH:39]=[CH:38][CH:37]=4)[C@@H:30]([O:42][CH2:43][C:44]4[CH:49]=[CH:48][CH:47]=[CH:46][CH:45]=4)[C@H:29]([O:50][CH2:51][C:52]4[CH:57]=[CH:56][CH:55]=[CH:54][CH:53]=4)[C@H:28]3[O:58][CH2:59][C:60]3[CH:65]=[CH:64][CH:63]=[CH:62][CH:61]=3)=O)=[CH:15][CH:14]=2)[CH2:12][CH2:11]1.C(Cl)Cl. The catalyst is C(#N)C. The product is [CH:10]1([C:13]2[CH:14]=[CH:15][C:16]([CH2:19][C:21]3[S:22][C:23]([CH3:66])=[CH:24][C:25]=3[O:26][C@@H:27]3[CH2:32][C@H:31]([CH2:33][O:34][CH2:35][C:36]4[CH:41]=[CH:40][CH:39]=[CH:38][CH:37]=4)[C@@H:30]([O:42][CH2:43][C:44]4[CH:45]=[CH:46][CH:47]=[CH:48][CH:49]=4)[C@H:29]([O:50][CH2:51][C:52]4[CH:57]=[CH:56][CH:55]=[CH:54][CH:53]=4)[C@H:28]3[O:58][CH2:59][C:60]3[CH:65]=[CH:64][CH:63]=[CH:62][CH:61]=3)=[CH:17][CH:18]=2)[CH2:11][CH2:12]1. The yield is 0.580. (10) The reactants are [Br:1][C:2]1[CH:7]=[CH:6][C:5]([C:8](=O)[C:9]([C:11]2[CH:16]=[CH:15][CH:14]=[CH:13][CH:12]=2)=O)=[CH:4][CH:3]=1.[C:18]1([NH2:25])[CH:23]=[CH:22][CH:21]=[CH:20][C:19]=1[NH2:24]. The catalyst is C(O)C. The product is [Br:1][C:2]1[CH:7]=[CH:6][C:5]([C:8]2[C:9]([C:11]3[CH:16]=[CH:15][CH:14]=[CH:13][CH:12]=3)=[N:25][C:18]3[C:19](=[CH:20][CH:21]=[CH:22][CH:23]=3)[N:24]=2)=[CH:4][CH:3]=1. The yield is 0.690.